From a dataset of Catalyst prediction with 721,799 reactions and 888 catalyst types from USPTO. Predict which catalyst facilitates the given reaction. Reactant: [CH2:1]([N:3]1[CH:7]=[CH:6][C:5]([NH:8][C:9](=[O:36])[C:10]2[CH:15]=[C:14]([O:16][C:17]3[CH:29]=[CH:28][C:20]4[C:21](=[O:27])[N:22]([CH3:26])[CH2:23][CH2:24][O:25][C:19]=4[CH:18]=3)[CH:13]=[C:12]([O:30][C@@H:31]([CH3:35])[CH2:32][O:33]C)[CH:11]=2)=[N:4]1)[CH3:2].C[Si](I)(C)C.S([O-])([O-])(=O)=S.[Na+].[Na+]. Product: [CH2:1]([N:3]1[CH:7]=[CH:6][C:5]([NH:8][C:9](=[O:36])[C:10]2[CH:15]=[C:14]([O:16][C:17]3[CH:29]=[CH:28][C:20]4[C:21](=[O:27])[N:22]([CH3:26])[CH2:23][CH2:24][O:25][C:19]=4[CH:18]=3)[CH:13]=[C:12]([O:30][C@@H:31]([CH3:35])[CH2:32][OH:33])[CH:11]=2)=[N:4]1)[CH3:2]. The catalyst class is: 10.